From a dataset of Reaction yield outcomes from USPTO patents with 853,638 reactions. Predict the reaction yield, written as a fraction of the theoretical maximum amount of product (1.0 means a 100% yield; for example, 0.34 means a 34% yield). (1) The reactants are Cl.[C:2]([O:6][C:7](=[O:13])[C@H:8]([CH:10]([CH3:12])[CH3:11])[NH2:9])([CH3:5])([CH3:4])[CH3:3].C(N(CC)CC)C.Br[CH2:22][C:23]([O:25][CH2:26][CH3:27])=[O:24]. The catalyst is CN(C)C=O. The product is [CH2:26]([O:25][C:23](=[O:24])[CH2:22][NH:9][C@@H:8]([CH:10]([CH3:11])[CH3:12])[C:7]([O:6][C:2]([CH3:5])([CH3:4])[CH3:3])=[O:13])[CH3:27]. The yield is 0.780. (2) The reactants are [CH2:1]([O:5][C:6]1[CH:7]=[C:8]2[C:12](=[CH:13][CH:14]=1)[N:11](C1CCCCO1)[N:10]=[C:9]2[CH:21]=[O:22])[CH:2]([CH3:4])[CH3:3]. The catalyst is Cl.C(O)C.O1CCOCC1. The product is [CH2:1]([O:5][C:6]1[CH:7]=[C:8]2[C:12](=[CH:13][CH:14]=1)[NH:11][N:10]=[C:9]2[CH:21]=[O:22])[CH:2]([CH3:4])[CH3:3]. The yield is 0.610.